From a dataset of Drug-target binding data from BindingDB using IC50 measurements. Regression. Given a target protein amino acid sequence and a drug SMILES string, predict the binding affinity score between them. We predict pIC50 (pIC50 = -log10(IC50 in M); higher means more potent). Dataset: bindingdb_ic50. (1) The compound is CC(S)C(=O)N[C@@H](CS)C(=O)O. The target protein (P12821) has sequence MGAASGRRGPGLLLPLPLLLLLPPQPALALDPGLQPGNFSADEAGAQLFAQSYNSSAEQVLFQSVAASWAHDTNITAENARRQEEAALLSQEFAEAWGQKAKELYEPIWQNFTDPQLRRIIGAVRTLGSANLPLAKRQQYNALLSNMSRIYSTAKVCLPNKTATCWSLDPDLTNILASSRSYAMLLFAWEGWHNAAGIPLKPLYEDFTALSNEAYKQDGFTDTGAYWRSWYNSPTFEDDLEHLYQQLEPLYLNLHAFVRRALHRRYGDRYINLRGPIPAHLLGDMWAQSWENIYDMVVPFPDKPNLDVTSTMLQQGWNATHMFRVAEEFFTSLELSPMPPEFWEGSMLEKPADGREVVCHASAWDFYNRKDFRIKQCTRVTMDQLSTVHHEMGHIQYYLQYKDLPVSLRRGANPGFHEAIGDVLALSVSTPEHLHKIGLLDRVTNDTESDINYLLKMALEKIAFLPFGYLVDQWRWGVFSGRTPPSRYNFDWWYLRTKYQ.... The pIC50 is 5.1. (2) The drug is O=C(Nc1cc(F)cc(C(F)(F)F)c1)N1CCC(O)(c2ccc(Br)cc2)CC1. The target protein (P47752) has sequence MGGLYSEYLNPEKVQEHYNYTKETLDMQETPSRKVASAFIIILCCAIVVENLLVLIAVARNSKFHSAMYLFLGNLAASDLLAGVAFVANTLLSGPVTLSLTPLQWFAREGSAFITLSASVFSLLAIAIERQVAIAKVKLYGSDKSCRMLMLIGASWLISLILGGLPILGWNCLDHLEACSTVLPLYAKHYVLCVVTIFSVILLAIVALYVRIYFVVRSSHADVAGPQTLALLKTVTIVLGVFIICWLPAFSILLLDSTCPVRACPVLYKAHYFFAFATLNSLLNPVIYTWRSRDLRREVLRPLLCWRQGKGATGRRGGNPGHRLLPLRSSSSLERGLHMPTSPTFLEGNTVV. The pIC50 is 6.2. (3) The compound is CCOc1ccc2cc(CNCCc3ccc(Br)cc3)c(-c3ccsc3)nc2c1. The target protein (Q80SS6) has sequence MMTPNSTELSAIPMGVLGLSLALASLIVIANLLLALGIALDRHLRSPPAGCFFLSLLLAGLLTGLALPMLPGLWSRNHQGYWSCLLLHLTPNFCFLSLLANLLLVHGERYMAVLQPLRPHGSVRLALFLTWVSSLFFASLPALGWNHWSPDANCSSQAVFPAPYLYLEVYGLLLPAVGATALLSVRVLATAHRQLCEIRRLERAVCRDVPSTLARALTWRQARAQAGATLLFLLCWGPYVATLLLSVLAYERRPPLGPGTLLSLISLGSTSAAAVPVAMGLGDQRYTAPWRTAAQRCLRVLRGRAKRDNPGPSTAYHTSSQCSIDLDLN. The pIC50 is 5.0. (4) The drug is COC(=O)c1cc2cc(OCc3ccccc3)ccc2n1CCCCCCCOC(=O)c1ccc[n+](C)c1. The target protein (P08164) has sequence MSMQEKIMRELHVKPSIDPKQEIEDRVNFLKQYVKKTGAKGFVLGISGGQDSTLAGRLAQLAVESIREEGGDAQFIAVRLPHGTQQDEDDAQLALKFIKPDKSWKFDIKSTVSAFSDQYQQETGDQLTDFNKGNVKARTRMIAQYAIGGQEGLLVLGTDHAAEAVTGFFTKYGDGGADLLPLTGLTKRQGRTLLKELGAPERLYLKEPTADLLDEKPQQSDETELGISYDEIDDYLEGKEVSAKVSEALEKRYSMTEHKRQVPASMFDDWWK. The pIC50 is 4.7. (5) The small molecule is C=CCN1C(=O)/C(=C/c2ccc(-c3ccccc3)o2)SC1=S. The target protein sequence is MKKWTNRLMTIAGVVLILVAAYLFAKPHIDNYLHDKDKDEKIEQYDKNVKEQASKDKKQQAKPQIPKDKSKVAGYIEIPDADIKEPVYPGPATPEQLNRGVSFAEENESLDDQNISIAGHTFIDRPNYQFTNLKAAKKGSMVYFKVGNETRKYKMTSIRDVKPTDVGVLDEQKGKDKQLTLITCDDYNEKTGVWEKRKIFVATEVK. The pIC50 is 3.7. (6) The drug is N=C(N)c1cccc(-c2ccnc(C(=N)N)n2)c1. The target protein (P36633) has sequence MCLAFGWAAVILVLQTVDTASAVRTPYDKARVFADLSPQEIKAVHSFLMNREELGLQPSKEPTLAKNSVFLIEMLLPKKKHVLKFLDEGRKGPNREARAVIFFGAQDYPNVTEFAVGPLPRPYYIRALSPRPGHHLSWSSRPISTAEYDLLYHTLKRATMPLHQFFLDTTGFSFLGCDDRCLTFTDVAPRGVASGQRRSWFIVQRYVEGYFLHPTGLEILLDHGSTDVQDWRVEQLWYNGKFYNNPEELARKYAVGEVDTVVLEDPLPNGTEKPPLFSSYKPRGEFHTPVNVAGPHVVQPSGPRYKLEGNTVLYGGWSFSYRLRSSSGLQIFNVLFGGERVAYEVSVQEAVALYGGHTPAGMQTKYIDVGWGLGSVTHELAPGIDCPETATFLDAFHYYDSDGPVHYPHALCLFEMPTGVPLRRHFNSNFKGGFNFYAGLKGYVLVLRTTSTVYNYDYIWDFIFYSNGVMEAKMHATGYVHATFYTPEGLRHGTRLQTHL.... The pIC50 is 5.0. (7) The compound is NC(=O)c1ccc(Oc2ccc(C(N)=O)cc2)cc1. The target protein sequence is NISQFLKSLGLEHLRDIFETEQITLDVLADMGHEELKEIGINAYGHRHKLIKGVERLLGGQQGTNPYLTFHCVNQGTILLDLAPEDKEYQSVEEEMQSTIREHRDGGNAGGIFNRYNVIRIQKVVNKKLRERFCHRQKEVSEENHNHHNERMLFHGSPFINAIIHKGFDERHAYIGGMFGAGIYFAENSSKSNQYVYGIGGGTGCPTHKDRSCYICHRQMLFCRVTLGKSFLQFSTMKMAHAPPGHHSVIGRPSVNGLAYAEYVIYRGEQAYPEYLITYQIMKPEAPS. The pIC50 is 4.0.